Dataset: Forward reaction prediction with 1.9M reactions from USPTO patents (1976-2016). Task: Predict the product of the given reaction. Given the reactants C([O:4][C:5](=[O:22])[C:6]1[CH:11]=[CH:10][CH:9]=[CH:8][C:7]=1[C:12]1[CH:17]=[CH:16][C:15]([C:18]([F:21])([F:20])[F:19])=[CH:14][N:13]=1)(C)C.O.[OH-].[Li+], predict the reaction product. The product is: [F:20][C:18]([F:19])([F:21])[C:15]1[CH:16]=[CH:17][C:12]([C:7]2[CH:8]=[CH:9][CH:10]=[CH:11][C:6]=2[C:5]([OH:22])=[O:4])=[N:13][CH:14]=1.